The task is: Predict the reactants needed to synthesize the given product.. This data is from Full USPTO retrosynthesis dataset with 1.9M reactions from patents (1976-2016). (1) Given the product [C:1]([O:5][C:6](=[O:30])[NH:7][C@@H:8]1[C@@H:12]([N:13]2[CH2:18][C:17]([F:21])([F:20])[CH2:16][CH2:15][C:14]2=[O:22])[CH2:11][N:10]([CH2:23][C:24]2[CH:29]=[CH:28][CH:27]=[CH:26][CH:25]=2)[CH2:9]1)([CH3:4])([CH3:3])[CH3:2], predict the reactants needed to synthesize it. The reactants are: [C:1]([O:5][C:6](=[O:30])[NH:7][C@@H:8]1[C@@H:12]([NH:13][C:14](=[O:22])[CH2:15][CH2:16][C:17]([F:21])([F:20])[CH2:18]Br)[CH2:11][N:10]([CH2:23][C:24]2[CH:29]=[CH:28][CH:27]=[CH:26][CH:25]=2)[CH2:9]1)([CH3:4])([CH3:3])[CH3:2].[H-].[Na+].[NH4+].[Cl-]. (2) Given the product [CH2:1]([C@H:4]1[CH2:13][NH:12][C:11]2[C:6](=[CH:7][CH:8]=[CH:9][CH:10]=2)[NH:5]1)[CH2:2][CH3:3], predict the reactants needed to synthesize it. The reactants are: [CH2:1]([C:4]1[CH:13]=[N:12][C:11]2[C:6](=[CH:7][CH:8]=[CH:9][CH:10]=2)[N:5]=1)[CH2:2][CH3:3]. (3) Given the product [CH3:1][O:2][C:3](=[O:25])[CH2:4][CH2:5][C:6]1[C:8](=[O:24])[N:9]([CH2:10][C:11]2[CH:16]=[CH:15][C:14]([O:17][CH3:18])=[CH:13][C:12]=2[O:19][CH3:20])[CH2:21][CH:22]=1, predict the reactants needed to synthesize it. The reactants are: [CH3:1][O:2][C:3](=[O:25])[CH2:4][CH2:5][C:6]([C:8](=[O:24])[N:9]([CH2:21][CH:22]=C)[CH2:10][C:11]1[CH:16]=[CH:15][C:14]([O:17][CH3:18])=[CH:13][C:12]=1[O:19][CH3:20])=C. (4) Given the product [NH2:16][C:10]1[CH:9]=[CH:8][C:7]([N:1]2[CH2:2][CH2:3][O:4][CH2:5][CH2:6]2)=[CH:15][C:11]=1[C:12]([NH2:14])=[O:13], predict the reactants needed to synthesize it. The reactants are: [N:1]1([C:7]2[CH:8]=[CH:9][C:10]([N+:16]([O-])=O)=[C:11]([CH:15]=2)[C:12]([NH2:14])=[O:13])[CH2:6][CH2:5][O:4][CH2:3][CH2:2]1. (5) Given the product [Br:16][C:17]1[CH:18]=[C:19]([CH2:45][C:46]([OH:48])=[O:47])[CH:20]=[C:21]([Br:44])[C:22]=1[O:23][C:24]1[CH:29]=[C:28]([CH:30]([CH3:31])[CH3:32])[C:27]([O:33][CH3:34])=[CH:26][C:25]=1[CH:35]([C:36]1[CH:41]=[CH:40][CH:39]=[C:38]([CH3:42])[CH:37]=1)[O:10][C:7]1[CH:8]=[CH:9][C:4]([N+:1]([O-:3])=[O:2])=[CH:5][CH:6]=1, predict the reactants needed to synthesize it. The reactants are: [N+:1]([C:4]1[CH:9]=[CH:8][C:7]([OH:10])=[CH:6][CH:5]=1)([O-:3])=[O:2].O.O.[Sn](Cl)Cl.[Br:16][C:17]1[CH:18]=[C:19]([CH2:45][C:46]([OH:48])=[O:47])[CH:20]=[C:21]([Br:44])[C:22]=1[O:23][C:24]1[CH:29]=[C:28]([CH:30]([CH3:32])[CH3:31])[C:27]([O:33][CH3:34])=[CH:26][C:25]=1[CH:35](O)[C:36]1[CH:41]=[CH:40][CH:39]=[C:38]([CH3:42])[CH:37]=1.O. (6) Given the product [I:1][C:2]1[CH:13]=[CH:12][C:5]2[C:6]3[CH2:9][CH2:10][NH:11][C:15]([CH2:16][N:17]4[C:25](=[O:26])[C:24]5[C:19](=[CH:20][CH:21]=[CH:22][CH:23]=5)[C:18]4=[O:27])([CH3:28])[C:7]=3[O:8][C:4]=2[CH:3]=1, predict the reactants needed to synthesize it. The reactants are: [I:1][C:2]1[CH:13]=[CH:12][C:5]2[C:6]([CH2:9][CH2:10][NH2:11])=[CH:7][O:8][C:4]=2[CH:3]=1.O=[C:15]([CH3:28])[CH2:16][N:17]1[C:25](=[O:26])[C:24]2[C:19](=[CH:20][CH:21]=[CH:22][CH:23]=2)[C:18]1=[O:27].FC(F)(F)C(O)=O.C([O-])(O)=O.[Na+]. (7) Given the product [N:10]1([C:8]([C:5]2[CH2:6][NH:7][C:2]([C:40]3[CH:45]=[CH:44][C:16]([OH:19])=[CH:42][CH:41]=3)=[CH:3][CH:4]=2)=[O:9])[CH2:15][CH2:14][O:13][CH2:12][CH2:11]1, predict the reactants needed to synthesize it. The reactants are: Cl[C:2]1[N:7]=[CH:6][C:5]([C:8]([N:10]2[CH2:15][CH2:14][O:13][CH2:12][CH2:11]2)=[O:9])=[CH:4][CH:3]=1.[C:16](=[O:19])([O-])[O-].[Na+].[Na+].[F-].C([N+](CCCC)(CCCC)CCCC)CCC.[C:40]1(C)[CH:45]=[CH:44]C=[CH:42][CH:41]=1. (8) Given the product [C:11]([O:15][C:16]1[CH:17]=[C:18]([N:23]=[C:1]=[S:2])[CH:19]=[C:20]([F:22])[CH:21]=1)([CH3:14])([CH3:12])[CH3:13].[Cl:3][CH2:1][Cl:4].[CH3:21][CH2:20][CH2:19][CH:18]([CH3:17])[CH3:5], predict the reactants needed to synthesize it. The reactants are: [C:1]([Cl:4])([Cl:3])=[S:2].[C:5]([O-])([O-])=O.[K+].[K+].[C:11]([O:15][C:16]1[CH:17]=[C:18]([NH2:23])[CH:19]=[C:20]([F:22])[CH:21]=1)([CH3:14])([CH3:13])[CH3:12]. (9) The reactants are: [CH3:1][N:2]1[CH2:29][CH2:28][CH2:27][C@@:3]1([CH3:30])[C:4]([NH:6][C@H:7]([C:11]([N:13]([C@@H:15]([C@@H:23]([CH3:26])[CH2:24][CH3:25])[C@H:16]([O:21][CH3:22])[CH2:17][C:18]([OH:20])=[O:19])[CH3:14])=[O:12])[CH:8]([CH3:10])[CH3:9])=[O:5].N1C=CC=CC=1.FC(F)(F)C(O[C:42]1[C:47]([F:48])=[C:46]([F:49])[C:45]([F:50])=[C:44]([F:51])[C:43]=1[F:52])=O. Given the product [CH3:1][N:2]1[CH2:29][CH2:28][CH2:27][C@@:3]1([CH3:30])[C:4]([NH:6][C@H:7]([C:11]([N:13]([C@@H:15]([C@@H:23]([CH3:26])[CH2:24][CH3:25])[C@H:16]([O:21][CH3:22])[CH2:17][C:18](=[O:20])[O:19][C:42]1[C:43]([F:52])=[C:44]([F:51])[C:45]([F:50])=[C:46]([F:49])[C:47]=1[F:48])[CH3:14])=[O:12])[CH:8]([CH3:10])[CH3:9])=[O:5], predict the reactants needed to synthesize it.